Dataset: KCNQ2 potassium channel screen with 302,405 compounds. Task: Binary Classification. Given a drug SMILES string, predict its activity (active/inactive) in a high-throughput screening assay against a specified biological target. (1) The drug is S(CCC(=O)NCc1ccc(cc1)C)Cc1c(F)cccc1. The result is 0 (inactive). (2) The molecule is Clc1c(Cn2c(NCC3CC(CCC3)CN)nc3n(c(=O)n(c(=O)c23)C)C)ccc(Cl)c1. The result is 0 (inactive). (3) The molecule is S=c1n(c2c(n1CCC(OCC)=O)cccc2)CCC(OCC)=O. The result is 0 (inactive).